This data is from Forward reaction prediction with 1.9M reactions from USPTO patents (1976-2016). The task is: Predict the product of the given reaction. (1) Given the reactants [C:1](Cl)(=[O:5])[C:2](Cl)=[O:3].[NH:7]1[C:15]2[C:10](=[CH:11][CH:12]=[CH:13][CH:14]=2)[CH:9]=[CH:8]1.C([O-])(O)=[O:17].[Na+], predict the reaction product. The product is: [NH:7]1[C:15]2[C:10](=[CH:11][CH:12]=[CH:13][CH:14]=2)[C:9]([C:1](=[O:5])[C:2]([OH:17])=[O:3])=[CH:8]1. (2) Given the reactants Cl.[NH:2]1[CH2:7][CH2:6][C:5](=[O:8])[CH2:4][CH2:3]1.Cl[CH2:10][C:11]1[C:12]([O:17][CH3:18])=[N:13][CH:14]=[CH:15][CH:16]=1.C(=O)([O-])[O-].[K+].[K+].O, predict the reaction product. The product is: [CH3:18][O:17][C:12]1[C:11]([CH2:10][N:2]2[CH2:7][CH2:6][C:5](=[O:8])[CH2:4][CH2:3]2)=[CH:16][CH:15]=[CH:14][N:13]=1. (3) The product is: [F:1][C:2]1[CH:22]=[C:21]([F:23])[CH:20]=[CH:19][C:3]=1[CH2:4][CH2:5][N:6]1[CH2:11][CH2:10][NH:9][CH2:8][CH2:7]1. Given the reactants [F:1][C:2]1[CH:22]=[C:21]([F:23])[CH:20]=[CH:19][C:3]=1[CH2:4][CH2:5][N:6]1[CH2:11][CH2:10][N:9](C(OC(C)(C)C)=O)[CH2:8][CH2:7]1, predict the reaction product. (4) Given the reactants Br[C:2]1[CH:7]=[CH:6][C:5]([S:8]([N:11]2[CH2:16][CH2:15][N:14]([C:17]([O:19][C:20]([CH3:23])([CH3:22])[CH3:21])=[O:18])[C@H:13]([CH3:24])[CH2:12]2)(=[O:10])=[O:9])=[C:4]([CH3:25])[CH:3]=1.[CH3:26][N:27](C=O)C, predict the reaction product. The product is: [C:26]([C:2]1[CH:7]=[CH:6][C:5]([S:8]([N:11]2[CH2:16][CH2:15][N:14]([C:17]([O:19][C:20]([CH3:22])([CH3:23])[CH3:21])=[O:18])[C@H:13]([CH3:24])[CH2:12]2)(=[O:9])=[O:10])=[C:4]([CH3:25])[CH:3]=1)#[N:27]. (5) Given the reactants [O:1]1[C:5]2[CH:6]=[CH:7][C:8]([C:10]3[O:14][C:13]([CH2:15][CH2:16][C:17](N(OC)C)=[O:18])=[N:12][N:11]=3)=[CH:9][C:4]=2[CH2:3][CH2:2]1.[S:23]1[CH:27]=[CH:26][CH:25]=[C:24]1[Mg]Br.O1CCCC1.[Cl-].[NH4+].O, predict the reaction product. The product is: [O:1]1[C:5]2[CH:6]=[CH:7][C:8]([C:10]3[O:14][C:13]([CH2:15][CH2:16][C:17]([C:24]4[S:23][CH:27]=[CH:26][CH:25]=4)=[O:18])=[N:12][N:11]=3)=[CH:9][C:4]=2[CH2:3][CH2:2]1. (6) The product is: [CH2:17]([O:10][CH2:9][CH2:8][C:5]1[CH:6]=[CH:7][C:2]([OH:1])=[CH:3][CH:4]=1)[C:18]1[CH:23]=[CH:22][CH:21]=[CH:20][CH:19]=1. Given the reactants [OH:1][C:2]1[CH:7]=[CH:6][C:5]([CH2:8][CH2:9][OH:10])=[CH:4][CH:3]=1.[H-].[Na+].COCCl.[CH2:17](Br)[C:18]1[CH:23]=[CH:22][CH:21]=[CH:20][CH:19]=1, predict the reaction product. (7) Given the reactants Br[C:2]1[CH:9]=[CH:8][C:5]([C:6]#[N:7])=[CH:4][CH:3]=1.[Si:10]([O:27][CH:28]1[CH2:33][N:32]([C:34]([O:36][C:37]([CH3:40])([CH3:39])[CH3:38])=[O:35])[C:31](=[O:41])[CH2:30][CH2:29]1)([C:23]([CH3:26])([CH3:25])[CH3:24])([C:17]1[CH:22]=[CH:21][CH:20]=[CH:19][CH:18]=1)[C:11]1[CH:16]=[CH:15][CH:14]=[CH:13][CH:12]=1, predict the reaction product. The product is: [C:37]([O:36][C:34](=[O:35])[NH:32][CH2:33][CH:28]([O:27][Si:10]([C:23]([CH3:26])([CH3:25])[CH3:24])([C:17]1[CH:18]=[CH:19][CH:20]=[CH:21][CH:22]=1)[C:11]1[CH:16]=[CH:15][CH:14]=[CH:13][CH:12]=1)[CH2:29][CH2:30][C:31]([C:2]1[CH:9]=[CH:8][C:5]([C:6]#[N:7])=[CH:4][CH:3]=1)=[O:41])([CH3:40])([CH3:38])[CH3:39].